Dataset: Full USPTO retrosynthesis dataset with 1.9M reactions from patents (1976-2016). Task: Predict the reactants needed to synthesize the given product. (1) The reactants are: [CH2:1]([C:4]1([CH2:30][CH3:31])[CH2:9][C@H:8]([C:10]2[CH:15]=[CH:14][CH:13]=[C:12]([Cl:16])[CH:11]=2)[C@@H:7]([C:17]2[CH:22]=[CH:21][C:20]([Cl:23])=[CH:19][CH:18]=2)[N:6]([C@@H:24]([CH2:27][CH3:28])[CH2:25][OH:26])[C:5]1=O)[CH:2]=[CH2:3].C(N(CC)CC)C.[CH3:39][S:40]([O:43]S(C)(=O)=O)(=[O:42])=[O:41]. Given the product [CH3:39][S:40]([O-:43])(=[O:42])=[O:41].[CH2:1]([C@@:4]1([CH2:30][CH3:31])[CH2:9][C@H:8]([C:10]2[CH:15]=[CH:14][CH:13]=[C:12]([Cl:16])[CH:11]=2)[C@@H:7]([C:17]2[CH:22]=[CH:21][C:20]([Cl:23])=[CH:19][CH:18]=2)[N+:6]2[C@@H:24]([CH2:27][CH3:28])[CH2:25][O:26][C:5]1=2)[CH:2]=[CH2:3], predict the reactants needed to synthesize it. (2) Given the product [OH:8][C:6]1([CH2:13][C:12]([O:15][CH2:16][CH3:17])=[O:14])[CH:7]=[C:2]([CH3:1])[C:3](=[O:10])[C:4]([CH3:9])=[CH:5]1, predict the reactants needed to synthesize it. The reactants are: [CH3:1][C:2]1[C:3](=[O:10])[C:4]([CH3:9])=[CH:5][C:6](=[O:8])[CH:7]=1.Cl.[C:12]([O:15][CH2:16][CH3:17])(=[O:14])[CH3:13].